Dataset: Forward reaction prediction with 1.9M reactions from USPTO patents (1976-2016). Task: Predict the product of the given reaction. Given the reactants Cl[C:2]1[N:7]=[C:6]([NH:8][C@@H:9]2[CH2:14][CH2:13][CH2:12][CH2:11][C@H:10]2[NH:15][S:16]([CH3:19])(=[O:18])=[O:17])[C:5]([Cl:20])=[CH:4][N:3]=1.[CH3:21][C:22]1([CH3:34])[CH2:28][CH2:27][CH2:26][NH:25][C:24]2[CH:29]=[CH:30][C:31]([NH2:33])=[CH:32][C:23]1=2.Cl, predict the reaction product. The product is: [Cl:20][C:5]1[C:6]([NH:8][C@@H:9]2[CH2:14][CH2:13][CH2:12][CH2:11][C@H:10]2[NH:15][S:16]([CH3:19])(=[O:18])=[O:17])=[N:7][C:2]([NH:33][C:31]2[CH:30]=[CH:29][C:24]3[NH:25][CH2:26][CH2:27][CH2:28][C:22]([CH3:34])([CH3:21])[C:23]=3[CH:32]=2)=[N:3][CH:4]=1.